From a dataset of Full USPTO retrosynthesis dataset with 1.9M reactions from patents (1976-2016). Predict the reactants needed to synthesize the given product. (1) Given the product [Br:1][C:2]1[C:3]([CH3:11])=[C:4]([CH:8]=[CH:9][CH:10]=1)[C:5]([NH:24][CH2:19][C:20]#[N:22])=[O:7], predict the reactants needed to synthesize it. The reactants are: [Br:1][C:2]1[C:3]([CH3:11])=[C:4]([CH:8]=[CH:9][CH:10]=1)[C:5]([OH:7])=O.C(Cl)CCl.C1C=C[C:19]2[N:24](O)N=[N:22][C:20]=2C=1.CCN(C(C)C)C(C)C.Cl.NCC#N. (2) Given the product [C:14]([C:18]1[N:23]=[C:22]([NH:24][C:2]2[CH:7]=[C:6]([Cl:8])[N:5]=[N:4][C:3]=2[C:9]([O:11][CH2:12][CH3:13])=[O:10])[CH:21]=[CH:20][CH:19]=1)([CH3:17])([CH3:15])[CH3:16], predict the reactants needed to synthesize it. The reactants are: Cl[C:2]1[CH:7]=[C:6]([Cl:8])[N:5]=[N:4][C:3]=1[C:9]([O:11][CH2:12][CH3:13])=[O:10].[C:14]([C:18]1[N:23]=[C:22]([NH2:24])[CH:21]=[CH:20][CH:19]=1)([CH3:17])([CH3:16])[CH3:15].